Dataset: Forward reaction prediction with 1.9M reactions from USPTO patents (1976-2016). Task: Predict the product of the given reaction. (1) Given the reactants O[CH:2]1[CH2:7][CH2:6][CH2:5][N:4]([C:8]([O:10][C:11]([CH3:14])([CH3:13])[CH3:12])=[O:9])[CH2:3]1.N1C=CC=CC=1.[CH3:21][S:22](Cl)(=[O:24])=[O:23], predict the reaction product. The product is: [CH3:21][S:22]([CH:2]1[CH2:7][CH2:6][CH2:5][N:4]([C:8]([O:10][C:11]([CH3:14])([CH3:13])[CH3:12])=[O:9])[CH2:3]1)(=[O:24])=[O:23]. (2) Given the reactants C(=O)([O-])[O-].[K+].[K+].[Br:7][C:8]1[CH:13]=[CH:12][C:11]([OH:14])=[C:10]([Cl:15])[CH:9]=1.[CH3:16][O:17][C:18]1[CH:25]=[CH:24][C:21]([CH2:22]Br)=[CH:20][CH:19]=1, predict the reaction product. The product is: [Br:7][C:8]1[CH:13]=[CH:12][C:11]([O:14][CH2:22][C:21]2[CH:24]=[CH:25][C:18]([O:17][CH3:16])=[CH:19][CH:20]=2)=[C:10]([Cl:15])[CH:9]=1.